This data is from CYP3A4 inhibition data for predicting drug metabolism from PubChem BioAssay. The task is: Regression/Classification. Given a drug SMILES string, predict its absorption, distribution, metabolism, or excretion properties. Task type varies by dataset: regression for continuous measurements (e.g., permeability, clearance, half-life) or binary classification for categorical outcomes (e.g., BBB penetration, CYP inhibition). Dataset: cyp3a4_veith. (1) The drug is CNCCCCCCCCSc1nc(C(C)C)ccc1C(=O)c1cccs1.O=C(O)CC(=O)O. The result is 1 (inhibitor). (2) The drug is CN1CCN(c2nc(-c3ccccc3)cc(C(F)(F)F)n2)CC1. The result is 0 (non-inhibitor).